Dataset: Forward reaction prediction with 1.9M reactions from USPTO patents (1976-2016). Task: Predict the product of the given reaction. Given the reactants [F:1][C:2]1[CH:7]=[CH:6][C:5]([N:8]2[C:11](=[O:12])[C@H:10]([S:13][CH2:14][C:15]([C:17]3[CH:22]=[CH:21][C:20]([F:23])=[CH:19][CH:18]=3)=[O:16])[C@H:9]2[C:24]2[CH:34]=[CH:33][C:27]([O:28]CC(O)=O)=[CH:26][CH:25]=2)=[CH:4][CH:3]=1.Cl.C([O:40][C:41](=[O:45])[C@H:42]([CH3:44])[NH2:43])(C)(C)C.CN1CC[O:50][CH2:49][CH2:48]1.CN(C(ON1N=NC2C=CC=CC1=2)=[N+](C)C)C.[B-](F)(F)(F)F.C(O)(C(F)(F)F)=O, predict the reaction product. The product is: [F:1][C:2]1[CH:7]=[CH:6][C:5]([N:8]2[C:11](=[O:12])[C@H:10]([S:13][CH2:14][C:15]([C:17]3[CH:22]=[CH:21][C:20]([F:23])=[CH:19][CH:18]=3)=[O:16])[C@H:9]2[C:24]2[CH:34]=[CH:33][C:27]([O:28][CH2:48][C:49]([NH:43][C@H:42]([C:41]([OH:40])=[O:45])[CH3:44])=[O:50])=[CH:26][CH:25]=2)=[CH:4][CH:3]=1.